Regression. Given two drug SMILES strings and cell line genomic features, predict the synergy score measuring deviation from expected non-interaction effect. From a dataset of NCI-60 drug combinations with 297,098 pairs across 59 cell lines. (1) Drug 1: CC1=CC=C(C=C1)C2=CC(=NN2C3=CC=C(C=C3)S(=O)(=O)N)C(F)(F)F. Drug 2: CC=C1C(=O)NC(C(=O)OC2CC(=O)NC(C(=O)NC(CSSCCC=C2)C(=O)N1)C(C)C)C(C)C. Cell line: SK-MEL-5. Synergy scores: CSS=63.7, Synergy_ZIP=-2.63, Synergy_Bliss=-4.98, Synergy_Loewe=-46.0, Synergy_HSA=-4.45. (2) Drug 1: CC1=C(C(CCC1)(C)C)C=CC(=CC=CC(=CC(=O)O)C)C. Drug 2: COC1=NC(=NC2=C1N=CN2C3C(C(C(O3)CO)O)O)N. Cell line: NCI-H226. Synergy scores: CSS=4.67, Synergy_ZIP=-2.42, Synergy_Bliss=0.374, Synergy_Loewe=0.496, Synergy_HSA=0.576.